From a dataset of Full USPTO retrosynthesis dataset with 1.9M reactions from patents (1976-2016). Predict the reactants needed to synthesize the given product. (1) Given the product [CH2:1]([C:5]1[C:9]([CH2:10][O:11][C:12]2[CH:20]=[CH:19][C:15]([C:16]([NH:28][C@@H:23]([CH3:22])[C:24]([F:27])([F:26])[F:25])=[O:18])=[CH:14][N:13]=2)=[C:8]([CH3:21])[O:7][N:6]=1)[CH2:2][CH2:3][CH3:4], predict the reactants needed to synthesize it. The reactants are: [CH2:1]([C:5]1[C:9]([CH2:10][O:11][C:12]2[CH:20]=[CH:19][C:15]([C:16]([OH:18])=O)=[CH:14][N:13]=2)=[C:8]([CH3:21])[O:7][N:6]=1)[CH2:2][CH2:3][CH3:4].[CH3:22][CH:23]([NH2:28])[C:24]([F:27])([F:26])[F:25]. (2) The reactants are: C[O:2][C:3](=[O:23])[CH:4]([C:11]1[CH:16]=[CH:15][C:14]([C:17]#[C:18][Si](C)(C)C)=[CH:13][CH:12]=1)[CH2:5][CH:6]1[CH2:10][CH2:9][CH2:8][CH2:7]1.[OH-].[Li+]. Given the product [CH:6]1([CH2:5][CH:4]([C:11]2[CH:16]=[CH:15][C:14]([C:17]#[CH:18])=[CH:13][CH:12]=2)[C:3]([OH:23])=[O:2])[CH2:10][CH2:9][CH2:8][CH2:7]1, predict the reactants needed to synthesize it. (3) Given the product [CH2:31]([O:33][C:34]([CH:36]1[CH2:41][CH2:40][CH:39]([N:8]2[CH2:9][CH:10]([NH:12][C:13](=[O:30])[CH2:14][NH:15][C:16]3[C:24]4[C:19](=[CH:20][CH:21]=[C:22]([C:25]([F:27])([F:26])[F:28])[CH:23]=4)[N:18]([CH3:29])[N:17]=3)[CH2:11]2)[CH2:38][CH2:37]1)=[O:35])[CH3:32], predict the reactants needed to synthesize it. The reactants are: OC(C(F)(F)F)=O.[NH:8]1[CH2:11][CH:10]([NH:12][C:13](=[O:30])[CH2:14][NH:15][C:16]2[C:24]3[C:19](=[CH:20][CH:21]=[C:22]([C:25]([F:28])([F:27])[F:26])[CH:23]=3)[N:18]([CH3:29])[N:17]=2)[CH2:9]1.[CH2:31]([O:33][C:34]([CH:36]1[CH2:41][CH2:40][C:39](=O)[CH2:38][CH2:37]1)=[O:35])[CH3:32]. (4) Given the product [C:35]([O:34][C:32]([N:29]1[CH2:30][CH2:31][CH:26]([CH:24]2[O:23][C:20]3=[CH:21][N:22]=[C:17]([N:14]4[CH2:13][CH2:12][NH:11][CH2:16][CH2:15]4)[CH:18]=[C:19]3[CH2:25]2)[CH2:27][CH2:28]1)=[O:33])([CH3:38])([CH3:36])[CH3:37], predict the reactants needed to synthesize it. The reactants are: C(OC([N:11]1[CH2:16][CH2:15][N:14]([C:17]2[CH:18]=[C:19]3[CH2:25][CH:24]([CH:26]4[CH2:31][CH2:30][N:29]([C:32]([O:34][C:35]([CH3:38])([CH3:37])[CH3:36])=[O:33])[CH2:28][CH2:27]4)[O:23][C:20]3=[CH:21][N:22]=2)[CH2:13][CH2:12]1)=O)C1C=CC=CC=1.